This data is from Catalyst prediction with 721,799 reactions and 888 catalyst types from USPTO. The task is: Predict which catalyst facilitates the given reaction. (1) Reactant: Br[CH2:2][C:3]([C:5]1[C:10]([CH3:11])=[CH:9][C:8]([S:12][C:13]2[CH:18]=[CH:17][C:16]([O:19][CH3:20])=[CH:15][CH:14]=2)=[CH:7][C:6]=1[CH3:21])=O.[NH2:22][C:23]([NH2:25])=[S:24]. Product: [CH3:20][O:19][C:16]1[CH:17]=[CH:18][C:13]([S:12][C:8]2[CH:9]=[C:10]([CH3:11])[C:5]([C:3]3[N:22]=[C:23]([NH2:25])[S:24][CH:2]=3)=[C:6]([CH3:21])[CH:7]=2)=[CH:14][CH:15]=1. The catalyst class is: 14. (2) Reactant: C([O-])([O-])=O.[K+].[K+].[SH:7][C:8]1[N:12]([CH2:13][C:14]([O:16][C:17]([CH3:20])([CH3:19])[CH3:18])=[O:15])[C:11]2[CH:21]=[CH:22][CH:23]=[CH:24][C:10]=2[N:9]=1.[CH3:25][O:26][C:27]1[CH:34]=[CH:33][CH:32]=[CH:31][C:28]=1[CH2:29]Cl. Product: [C:17]([O:16][C:14](=[O:15])[CH2:13][N:12]1[C:11]2[CH:21]=[CH:22][CH:23]=[CH:24][C:10]=2[N:9]=[C:8]1[S:7][CH2:29][C:28]1[CH:31]=[CH:32][CH:33]=[CH:34][C:27]=1[O:26][CH3:25])([CH3:19])([CH3:20])[CH3:18]. The catalyst class is: 21.